From a dataset of Full USPTO retrosynthesis dataset with 1.9M reactions from patents (1976-2016). Predict the reactants needed to synthesize the given product. (1) Given the product [Br:21][C:22]1[CH:23]=[C:24]2[C:25](=[CH:26][CH:27]=1)[N:28]=[C:9]([C:6]1[CH:7]=[CH:8][C:3]([O:2][CH3:1])=[CH:4][CH:5]=1)[C:10]([C:12]1[CH:17]=[CH:16][C:15]([O:18][CH3:19])=[CH:14][CH:13]=1)=[N:29]2, predict the reactants needed to synthesize it. The reactants are: [CH3:1][O:2][C:3]1[CH:8]=[CH:7][C:6]([C:9](=O)[C:10]([C:12]2[CH:17]=[CH:16][C:15]([O:18][CH3:19])=[CH:14][CH:13]=2)=O)=[CH:5][CH:4]=1.[Br:21][C:22]1[CH:23]=[C:24]([NH2:29])[C:25]([NH2:28])=[CH:26][CH:27]=1. (2) Given the product [NH2:12][CH2:11][C@@H:10]([NH:23][C:24]1[S:25][C:26]([C:29]2[CH:30]=[C:31]3[C:36](=[CH:37][CH:38]=2)[CH:35]=[N:34][CH:33]=[CH:32]3)=[N:27][N:28]=1)[CH2:9][C:3]1[CH:4]=[CH:5][C:6]([Cl:8])=[CH:7][C:2]=1[Cl:1], predict the reactants needed to synthesize it. The reactants are: [Cl:1][C:2]1[CH:7]=[C:6]([Cl:8])[CH:5]=[CH:4][C:3]=1[CH2:9][C@H:10]([NH:23][C:24]1[S:25][C:26]([C:29]2[CH:30]=[C:31]3[C:36](=[CH:37][CH:38]=2)[CH:35]=[N:34][CH:33]=[CH:32]3)=[N:27][N:28]=1)[CH2:11][N:12]1C(=O)C2C=CC=CC=2C1=O.ClC1C=C(Cl)C=CC=1C[C@H](NC(NNC(C1C=C2C(=CC=1)C=NC=C2)=O)=S)CN1C(=O)C2C=CC=CC=2C1=O. (3) The reactants are: [I:1][C:2]1[C:3]([S:11][C:12]2[NH:13][C:14]3[C:19]([N:20]=2)=[C:18]([NH2:21])[N:17]=[CH:16][N:15]=3)=[CH:4][C:5]2[O:9][CH2:8][O:7][C:6]=2[CH:10]=1.O.[CH3:23][O:24][C:25](=[O:42])[CH2:26][CH2:27][CH2:28][CH2:29][CH2:30]OS(C1C=CC(C)=CC=1)(=O)=O.C([O-])([O-])=O.[Cs+].[Cs+]. Given the product [CH3:23][O:24][C:25](=[O:42])[CH2:26][CH2:27][CH2:28][CH2:29][CH2:30][N:13]1[C:12]([S:11][C:3]2[C:2]([I:1])=[CH:10][C:6]3[O:7][CH2:8][O:9][C:5]=3[CH:4]=2)=[N:20][C:19]2[C:14]1=[N:15][CH:16]=[N:17][C:18]=2[NH2:21], predict the reactants needed to synthesize it. (4) Given the product [Cl:1][C:2]1[N:7]=[C:6]([O:8][C:9]2[CH:14]=[CH:13][CH:12]=[CH:11][C:10]=2[NH:15][C:29]([CH:26]2[CH2:28][CH2:27]2)=[O:30])[C:5]([Cl:16])=[CH:4][N:3]=1, predict the reactants needed to synthesize it. The reactants are: [Cl:1][C:2]1[N:7]=[C:6]([O:8][C:9]2[CH:14]=[CH:13][CH:12]=[CH:11][C:10]=2[NH2:15])[C:5]([Cl:16])=[CH:4][N:3]=1.C(N(C(C)C)CC)(C)C.[CH:26]1([C:29](Cl)=[O:30])[CH2:28][CH2:27]1. (5) Given the product [C:18]([N:17]1[C:12]2[C:11](=[CH:16][CH:15]=[CH:14][CH:13]=2)[CH:10]=[C:9]1[C:7]1[C:6]([O:21][CH3:22])=[CH:5][C:4]([O:23][CH3:24])=[C:3]([CH:8]=1)[CH:1]=[O:2])(=[O:20])[CH3:19], predict the reactants needed to synthesize it. The reactants are: [CH:1]([C:3]1[C:4]([O:23][CH3:24])=[CH:5][C:6]([O:21][CH3:22])=[C:7]([C:9]#[C:10][C:11]2[CH:16]=[CH:15][CH:14]=[CH:13][C:12]=2[NH:17][C:18](=[O:20])[CH3:19])[CH:8]=1)=[O:2].CN(C=O)C.O. (6) Given the product [CH3:1][C:2]1[CH:7]=[CH:6][C:5]([S:8]([O:11][CH2:12][CH:13]2[CH2:17][C:16]3[CH:18]=[C:19]([C:23]([F:26])([F:25])[F:24])[CH:20]=[C:21]([C:29]4[CH:30]=[CH:31][CH:32]=[CH:33][C:28]=4[F:27])[C:15]=3[O:14]2)(=[O:10])=[O:9])=[CH:4][CH:3]=1, predict the reactants needed to synthesize it. The reactants are: [CH3:1][C:2]1[CH:7]=[CH:6][C:5]([S:8]([O:11][CH2:12][CH:13]2[CH2:17][C:16]3[CH:18]=[C:19]([C:23]([F:26])([F:25])[F:24])[CH:20]=[C:21](Br)[C:15]=3[O:14]2)(=[O:10])=[O:9])=[CH:4][CH:3]=1.[F:27][C:28]1[CH:33]=[CH:32][CH:31]=[CH:30][C:29]=1B(O)O.C(C1C=CC=CC=1B1OC(C)(C)C(C)(C)O1)(C)C.